This data is from Catalyst prediction with 721,799 reactions and 888 catalyst types from USPTO. The task is: Predict which catalyst facilitates the given reaction. Reactant: Cl.[C:2]([C:4]1[C:9](=[O:10])[N:8]([CH2:11][C:12]2[CH:17]=[CH:16][C:15]([CH3:18])=[CH:14][C:13]=2[CH3:19])[C:7]([C:20]2[CH:25]=[CH:24][C:23]([O:26][C:27]3[CH:28]=[C:29]([NH:33]C(=O)OC(C)(C)C)[CH:30]=[CH:31][CH:32]=3)=[CH:22][CH:21]=2)=[CH:6][C:5]=1[C:41]([F:44])([F:43])[F:42])#[N:3]. Product: [NH2:33][C:29]1[CH:28]=[C:27]([O:26][C:23]2[CH:22]=[CH:21][C:20]([C:7]3[N:8]([CH2:11][C:12]4[CH:17]=[CH:16][C:15]([CH3:18])=[CH:14][C:13]=4[CH3:19])[C:9](=[O:10])[C:4]([C:2]#[N:3])=[C:5]([C:41]([F:44])([F:42])[F:43])[CH:6]=3)=[CH:25][CH:24]=2)[CH:32]=[CH:31][CH:30]=1. The catalyst class is: 12.